Dataset: Full USPTO retrosynthesis dataset with 1.9M reactions from patents (1976-2016). Task: Predict the reactants needed to synthesize the given product. Given the product [CH:1]1([CH:7]([C:12]([OH:14])=[O:13])[C:8]([OH:10])=[O:9])[CH2:2][CH2:3][CH2:4][CH2:5][CH2:6]1, predict the reactants needed to synthesize it. The reactants are: [CH:1]1([CH:7]([C:12]([O:14]C)=[O:13])[C:8]([O:10]C)=[O:9])[CH2:6][CH2:5][CH2:4][CH2:3][CH2:2]1.[OH-].[Na+].